From a dataset of Full USPTO retrosynthesis dataset with 1.9M reactions from patents (1976-2016). Predict the reactants needed to synthesize the given product. (1) Given the product [NH:1]([C:77]([O:79][C:80]([CH3:81])([CH3:82])[CH3:83])=[O:78])[CH2:2][C:3]([NH:5][C@H:6]([C:13]([NH:15][C@H:16]([C:38]([NH:40][C@H:41]([C:49]([NH:51][C@H:52]([C:57]([NH:59][C@H:60]([C:67]([N:69]1[CH2:76][CH2:75][CH2:74][C@H:70]1[C:71]([OH:73])=[O:72])=[O:68])[CH2:61][O:62][C:63]([CH3:64])([CH3:65])[CH3:66])=[O:58])[CH2:53][CH:54]([CH3:55])[CH3:56])=[O:50])[CH2:42][C:43]1[CH:44]=[CH:45][CH:46]=[CH:47][CH:48]=1)=[O:39])[CH2:17][OH:18])=[O:14])[CH2:7][O:8][C:9]([CH3:10])([CH3:11])[CH3:12])=[O:4], predict the reactants needed to synthesize it. The reactants are: [NH:1]([C:77]([O:79][C:80]([CH3:83])([CH3:82])[CH3:81])=[O:78])[CH2:2][C:3]([NH:5][C@H:6]([C:13]([NH:15][C@H:16]([C:38]([NH:40][C@H:41]([C:49]([NH:51][C@H:52]([C:57]([NH:59][C@H:60]([C:67]([N:69]1[CH2:76][CH2:75][CH2:74][C@H:70]1[C:71]([OH:73])=[O:72])=[O:68])[CH2:61][O:62][C:63]([CH3:66])([CH3:65])[CH3:64])=[O:58])[CH2:53][CH:54]([CH3:56])[CH3:55])=[O:50])[CH2:42][C:43]1[CH:48]=[CH:47][CH:46]=[CH:45][CH:44]=1)=[O:39])[CH2:17][O:18]C(C1C=CC=CC=1)(C1C=CC=CC=1)C1C=CC=CC=1)=[O:14])[CH2:7][O:8][C:9]([CH3:12])([CH3:11])[CH3:10])=[O:4].C1C=CC(C(Cl)(C2C(Cl)=CC=CC=2)C2C=CC=CC=2)=CC=1.CN(C(ON1N=NC2C=CC=CC1=2)=[N+](C)C)C.F[P-](F)(F)(F)(F)F.N1CCCCC1.N(C(OC(C)(C)C)=O)CC(O)=O.C(O)(C(F)(F)F)=O. (2) Given the product [I:20][C:21]1[CH:22]=[C:23]([NH:24][C:16](=[O:18])[CH2:15][C:3]2[N:2]([CH3:1])[C:7](=[O:8])[CH:6]=[C:5]([N:9]3[CH2:10][CH2:11][O:12][CH2:13][CH2:14]3)[N:4]=2)[CH:25]=[CH:26][C:27]=1[F:28], predict the reactants needed to synthesize it. The reactants are: [CH3:1][N:2]1[C:7](=[O:8])[CH:6]=[C:5]([N:9]2[CH2:14][CH2:13][O:12][CH2:11][CH2:10]2)[N:4]=[C:3]1[CH2:15][C:16]([O-:18])=O.[Na+].[I:20][C:21]1[CH:22]=[C:23]([CH:25]=[CH:26][C:27]=1[F:28])[NH2:24]. (3) Given the product [ClH:1].[CH3:18][C@H:5]1[CH2:6][NH:7][CH2:8][C@@H:9]([CH3:10])[N:4]1[C:2]([O:23][CH2:22][C:21]1[CH:24]=[CH:25][CH:26]=[C:27]([F:28])[C:20]=1[F:19])=[O:3], predict the reactants needed to synthesize it. The reactants are: [Cl:1][C:2]([N:4]1[C@H:9]([CH3:10])[CH2:8][N:7](C(OC(C)(C)C)=O)[CH2:6][C@@H:5]1[CH3:18])=[O:3].[F:19][C:20]1[C:27]([F:28])=[CH:26][CH:25]=[CH:24][C:21]=1[CH2:22][OH:23]. (4) The reactants are: Cl[C:2]([O:4][CH2:5][C:6]1[CH:11]=[CH:10][CH:9]=[CH:8][CH:7]=1)=[O:3].Br.[OH:13][CH2:14][C@@H:15]1[CH2:20][NH:19][CH2:18][C@H:17]([OH:21])[C@H:16]1[C:22]1[CH:27]=[CH:26][C:25]([OH:28])=[CH:24][CH:23]=1. Given the product [OH:21][C@@H:17]1[C@@H:16]([C:22]2[CH:27]=[CH:26][C:25]([OH:28])=[CH:24][CH:23]=2)[C@H:15]([CH2:14][OH:13])[CH2:20][N:19]([C:2]([O:4][CH2:5][C:6]2[CH:11]=[CH:10][CH:9]=[CH:8][CH:7]=2)=[O:3])[CH2:18]1, predict the reactants needed to synthesize it. (5) Given the product [Br:1][C:2]1[C:3]([NH:18][C@@H:19]2[CH2:24][CH2:23][CH2:22][CH2:21][C@H:20]2[OH:25])=[N:4][C:5]([Cl:8])=[N:6][CH:7]=1, predict the reactants needed to synthesize it. The reactants are: [Br:1][C:2]1[C:3](Cl)=[N:4][C:5]([Cl:8])=[N:6][CH:7]=1.C(N(CC)CC)C.Cl.[NH2:18][C@@H:19]1[CH2:24][CH2:23][CH2:22][CH2:21][C@H:20]1[OH:25]. (6) Given the product [CH2:20]([N:27]1[CH2:32][CH2:31][N:30]([C:13]([C:12]2[CH:16]=[CH:17][CH:18]=[CH:19][C:11]=2[NH:10][C:6]2[CH:5]=[C:4]3[C:9](=[CH:8][CH:7]=2)[NH:1][N:2]=[CH:3]3)=[O:15])[CH2:29][CH2:28]1)[C:21]1[CH:22]=[CH:23][CH:24]=[CH:25][CH:26]=1, predict the reactants needed to synthesize it. The reactants are: [NH:1]1[C:9]2[C:4](=[CH:5][C:6]([NH:10][C:11]3[CH:19]=[CH:18][CH:17]=[CH:16][C:12]=3[C:13]([OH:15])=O)=[CH:7][CH:8]=2)[CH:3]=[N:2]1.[CH2:20]([N:27]1[CH2:32][CH2:31][NH:30][CH2:29][CH2:28]1)[C:21]1[CH:26]=[CH:25][CH:24]=[CH:23][CH:22]=1.ON1C2C=CC=CC=2N=N1.Cl.C(N=C=NCCCN(C)C)C. (7) Given the product [CH3:44][O:43][C:41]([C:40]1[CH:45]=[CH:46][CH:47]=[CH:48][C:39]=1[O:38][CH2:37][CH2:36][NH:35][C:31]([C:29]1[CH:28]=[CH:27][C:25]2[N:26]=[C:22]([CH:20]([C:18]3[NH:17][C:14]4[CH2:15][CH2:16][N:11]([C:9]([O:8][CH2:1][C:2]5[CH:7]=[CH:6][CH:5]=[CH:4][CH:3]=5)=[O:10])[CH2:12][C:13]=4[N:19]=3)[CH3:21])[N:23]([CH3:34])[C:24]=2[CH:30]=1)=[O:32])=[O:42], predict the reactants needed to synthesize it. The reactants are: [CH2:1]([O:8][C:9]([N:11]1[CH2:16][CH2:15][C:14]2[NH:17][C:18]([CH:20]([C:22]3[N:23]([CH3:34])[C:24]4[CH:30]=[C:29]([C:31](O)=[O:32])[CH:28]=[CH:27][C:25]=4[N:26]=3)[CH3:21])=[N:19][C:13]=2[CH2:12]1)=[O:10])[C:2]1[CH:7]=[CH:6][CH:5]=[CH:4][CH:3]=1.[NH2:35][CH2:36][CH2:37][O:38][C:39]1[CH:48]=[CH:47][CH:46]=[CH:45][C:40]=1[C:41]([O:43][CH3:44])=[O:42].C1C=CC2N(O)N=NC=2C=1.C(N(CC)C(C)C)(C)C. (8) Given the product [CH3:1][C@H:2]1[C@@:11]2([CH3:27])[C@H:12]([O:22][C:23]([CH2:25][OH:26])=[O:24])[CH2:13][C@:14]([CH:20]=[CH2:21])([CH3:19])[C@@H:15]([OH:18])[C@H:16]([CH3:17])[C@:5]3([C@@H:10]2[C:8](=[O:9])[CH2:7][CH2:6]3)[CH2:4][CH2:3]1.[S:43]([O-:45])(=[O:9])(=[O:44])[CH3:42], predict the reactants needed to synthesize it. The reactants are: [CH3:1][C@H:2]1[C@@:11]2([CH3:27])[C@H:12]([O:22][C:23]([CH2:25][OH:26])=[O:24])[CH2:13][C@:14]([CH:20]=[CH2:21])([CH3:19])[C@@H:15]([OH:18])[C@H:16]([CH3:17])[C@:5]3([C@@H:10]2[C:8](=[O:9])[CH2:7][CH2:6]3)[CH2:4][CH2:3]1.CCN(CC)CC.C1(C)C=CC=CC=1.[CH3:42][S:43](Cl)(=[O:45])=[O:44].